Dataset: Forward reaction prediction with 1.9M reactions from USPTO patents (1976-2016). Task: Predict the product of the given reaction. (1) Given the reactants [CH3:1][C:2]1[S:6][C:5]([C:7]([OH:9])=O)=[N:4][CH:3]=1.CN(C(ON1N=NC2C=CC=NC1=2)=[N+](C)C)C.F[P-](F)(F)(F)(F)F.CCN(C(C)C)C(C)C.[CH3:43][C:44]1[CH:45]=[C:46]([C@@H:51]([O:55][C:56]2[CH:57]=[C:58]3[C:62](=[CH:63][CH:64]=2)[N:61]([C:65]2[CH:70]=[CH:69][C:68]([F:71])=[CH:67][CH:66]=2)[N:60]=[CH:59]3)[C@@H:52]([NH2:54])[CH3:53])[CH:47]=[CH:48][C:49]=1[CH3:50], predict the reaction product. The product is: [CH3:43][C:44]1[CH:45]=[C:46]([C@@H:51]([O:55][C:56]2[CH:57]=[C:58]3[C:62](=[CH:63][CH:64]=2)[N:61]([C:65]2[CH:66]=[CH:67][C:68]([F:71])=[CH:69][CH:70]=2)[N:60]=[CH:59]3)[C@@H:52]([NH:54][C:7]([C:5]2[S:6][C:2]([CH3:1])=[CH:3][N:4]=2)=[O:9])[CH3:53])[CH:47]=[CH:48][C:49]=1[CH3:50]. (2) Given the reactants [C:1]([OH:7])(=[O:6])[CH2:2][CH2:3][C:4]#[CH:5].O[N:9]1[C:13](=[O:14])[CH2:12][CH2:11][C:10]1=[O:15].Cl.C(N=C=NCCCN(C)C)C, predict the reaction product. The product is: [O:15]=[C:10]1[CH2:11][CH2:12][C:13](=[O:14])[N:9]1[O:6][C:1](=[O:7])[C:2]#[C:3][CH2:4][CH3:5]. (3) Given the reactants C(=O)(O)O.[NH2:5][C:6]([NH2:8])=[NH:7].[Na].N[C:11]1[CH:18]=[CH:17][C:16]([N+:19]([O-])=O)=[CH:15][C:12]=1[C:13]#[N:14], predict the reaction product. The product is: [N:7]1[C:11]2[C:12](=[CH:15][C:16]([NH2:19])=[CH:17][CH:18]=2)[C:13]([NH2:14])=[N:5][C:6]=1[NH2:8]. (4) Given the reactants [Br:1][C:2]1[CH:3]=[C:4]([C:15](OC)=[O:16])[CH:5]=[C:6]([CH:14]=1)[C:7]([O:9][C:10]([CH3:13])([CH3:12])[CH3:11])=[O:8].[BH4-].[Na+].CO, predict the reaction product. The product is: [Br:1][C:2]1[CH:14]=[C:6]([CH:5]=[C:4]([CH2:15][OH:16])[CH:3]=1)[C:7]([O:9][C:10]([CH3:13])([CH3:12])[CH3:11])=[O:8]. (5) The product is: [CH2:5]([C@H:6]1[CH:10]([OH:11])[CH2:9][CH2:8][C@@H:7]1[CH2:12][CH2:13][OH:14])/[CH:4]=[CH:3]\[CH2:2][CH3:1]. Given the reactants [CH3:1][CH2:2]/[CH:3]=[CH:4]\[CH2:5][C@H:6]1[C:10](=[O:11])[CH2:9][CH2:8][C@@H:7]1[CH2:12][C:13](O)=[O:14].[H-].[Al+3].[Li+].[H-].[H-].[H-].O, predict the reaction product. (6) Given the reactants [CH3:1][O:2][C:3]1[CH:4]=[C:5]([CH2:11][OH:12])[CH:6]=[C:7]([O:9][CH3:10])[CH:8]=1.C([Li])CCC.C[O:19][B:20](OC)[O:21]C, predict the reaction product. The product is: [OH:12][CH2:11][C:5]1[CH:6]=[C:7]([O:9][CH3:10])[C:8]([B:20]([OH:21])[OH:19])=[C:3]([O:2][CH3:1])[CH:4]=1. (7) Given the reactants [F:1][C:2]([F:16])([F:15])[C:3]1[C:4]([N:9]2[CH2:14][CH2:13][NH:12][CH2:11][CH2:10]2)=[N:5][CH:6]=[CH:7][CH:8]=1.[Br:17]Br, predict the reaction product. The product is: [Br:17][C:7]1[CH:8]=[C:3]([C:2]([F:1])([F:15])[F:16])[C:4]([N:9]2[CH2:10][CH2:11][NH:12][CH2:13][CH2:14]2)=[N:5][CH:6]=1. (8) Given the reactants [CH2:1]([O:8][C:9]([O:11][C:12]1[C:20]([O:21][CH3:22])=[CH:19][C:15]([C:16]([OH:18])=[O:17])=[CH:14][C:13]=1[O:23][CH3:24])=[O:10])[C:2]1[CH:7]=[CH:6][CH:5]=[CH:4][CH:3]=1.C1(S(Cl)(=O)=O)C=CC=CC=1.O[C@H:36]1[C@H:56]([O:57][CH3:58])[C@@H:55]([C:59]([O:61][CH3:62])=[O:60])[C@@H:54]2[C@@H:38]([CH2:39][N:40]3[C@H:52]([CH2:53]2)[C:51]2[NH:50][C:49]4[C:44](=[CH:45][CH:46]=[C:47]([O:63][CH3:64])[CH:48]=4)[C:43]=2[CH2:42][CH2:41]3)[CH2:37]1, predict the reaction product. The product is: [CH2:1]([O:8][C:9]([O:11][C:12]1[C:20]([O:21][CH3:22])=[CH:19][C:15]([C:16]([O:18][C@H:36]2[C@H:56]([O:57][CH3:58])[C@@H:55]([C:59]([O:61][CH3:62])=[O:60])[C@@H:54]3[C@@H:38]([CH2:39][N:40]4[C@H:52]([CH2:53]3)[C:51]3[NH:50][C:49]5[C:44](=[CH:45][CH:46]=[C:47]([O:63][CH3:64])[CH:48]=5)[C:43]=3[CH2:42][CH2:41]4)[CH2:37]2)=[O:17])=[CH:14][C:13]=1[O:23][CH3:24])=[O:10])[C:2]1[CH:3]=[CH:4][CH:5]=[CH:6][CH:7]=1.